Dataset: Forward reaction prediction with 1.9M reactions from USPTO patents (1976-2016). Task: Predict the product of the given reaction. Given the reactants [F:1][C:2]1[C:3]([C:8]2([C:12]#[N:13])[CH2:11][CH2:10][CH2:9]2)=[N:4][CH:5]=[CH:6][CH:7]=1.[H-].[H-].[H-].[H-].[Li+].[Al+3], predict the reaction product. The product is: [F:1][C:2]1[C:3]([C:8]2([CH2:12][NH2:13])[CH2:11][CH2:10][CH2:9]2)=[N:4][CH:5]=[CH:6][CH:7]=1.